From a dataset of TCR-epitope binding with 47,182 pairs between 192 epitopes and 23,139 TCRs. Binary Classification. Given a T-cell receptor sequence (or CDR3 region) and an epitope sequence, predict whether binding occurs between them. (1) The epitope is FLYALALLL. The TCR CDR3 sequence is CASSLLAGLTDTQYF. Result: 0 (the TCR does not bind to the epitope). (2) The epitope is CINGVCWTV. The TCR CDR3 sequence is CASSSLADFYQPQHF. Result: 1 (the TCR binds to the epitope). (3) The epitope is FLYNLLTRV. The TCR CDR3 sequence is CASSPSWGSGNTIYF. Result: 0 (the TCR does not bind to the epitope). (4) The epitope is KLVALGINAV. The TCR CDR3 sequence is CASSLDDLSYEQYF. Result: 0 (the TCR does not bind to the epitope). (5) The epitope is GVAMPNLYK. The TCR CDR3 sequence is CASLRQGLQETQYF. Result: 1 (the TCR binds to the epitope). (6) The epitope is GLIYNRMGAVTTEV. The TCR CDR3 sequence is CASSLARNYGYTF. Result: 1 (the TCR binds to the epitope). (7) The epitope is LEPLVDLPI. The TCR CDR3 sequence is CASSYYPGVLAGGGSNEQFF. Result: 0 (the TCR does not bind to the epitope).